Dataset: Reaction yield outcomes from USPTO patents with 853,638 reactions. Task: Predict the reaction yield, written as a fraction of the theoretical maximum amount of product (1.0 means a 100% yield; for example, 0.34 means a 34% yield). (1) The reactants are [CH2:1]([N:3]1[CH2:8][C:7]([CH3:10])([CH3:9])[O:6][C:5](=[O:11])[CH:4]1[CH2:12][C:13]([OH:15])=O)[CH3:2].C(N(C(C)C)CC)(C)C.CN(C(ON1N=NC2C=CC=NC1=2)=[N+](C)C)C.F[P-](F)(F)(F)(F)F.[CH3:49][NH:50][C:51]1[CH:56]=[CH:55][CH:54]=[CH:53][CH:52]=1. The catalyst is CN(C=O)C. The product is [CH2:1]([N:3]1[CH2:8][C:7]([CH3:9])([CH3:10])[O:6][C:5](=[O:11])[CH:4]1[CH2:12][C:13]([N:50]([CH3:49])[C:51]1[CH:56]=[CH:55][CH:54]=[CH:53][CH:52]=1)=[O:15])[CH3:2]. The yield is 0.560. (2) The reactants are [CH:1]([C:4]1[N:5]=[C:6]([CH2:9][O:10][C:11]2[CH:16]=[CH:15][N:14]=[C:13]([NH2:17])[CH:12]=2)[S:7][CH:8]=1)([CH3:3])[CH3:2].[C:18](OC1C=CC(Cl)=C(Cl)C=1Cl)(=[O:23])[CH2:19][C:20]([O-])=[O:21]. The catalyst is C1(C)C(C)=CC=CC=1. The product is [OH:23][C:18]1[N:17]=[C:13]2[CH:12]=[C:11]([O:10][CH2:9][C:6]3[S:7][CH:8]=[C:4]([CH:1]([CH3:3])[CH3:2])[N:5]=3)[CH:16]=[CH:15][N:14]2[C:20](=[O:21])[CH:19]=1. The yield is 0.640. (3) The reactants are [Cl:1][C:2]1[CH:37]=[CH:36][C:5]([CH2:6][N:7]2[C:15]3[C:14](=[O:16])[N:13]([CH2:17][CH2:18][CH2:19][O:20]C4CCCCO4)[C:12](=[O:27])[N:11]([CH3:28])[C:10]=3[N:9]=[C:8]2[S:29]([NH:32][CH:33]([CH3:35])[CH3:34])(=[O:31])=[O:30])=[CH:4][CH:3]=1. The catalyst is Cl. The product is [Cl:1][C:2]1[CH:3]=[CH:4][C:5]([CH2:6][N:7]2[C:15]3[C:14](=[O:16])[N:13]([CH2:17][CH2:18][CH2:19][OH:20])[C:12](=[O:27])[N:11]([CH3:28])[C:10]=3[N:9]=[C:8]2[S:29]([NH:32][CH:33]([CH3:34])[CH3:35])(=[O:30])=[O:31])=[CH:36][CH:37]=1. The yield is 0.346. (4) The reactants are [Br:1][C:2]1[C:3]([O:18][C:19]2[C:24]([CH3:25])=[CH:23][C:22]([C:26]#[N:27])=[CH:21][C:20]=2[CH3:28])=[N:4][C:5]([NH:9][C:10]2[CH:17]=[CH:16][C:13]([C:14]#[N:15])=[CH:12][CH:11]=2)=[N:6][C:7]=1Cl.[CH3:29][O:30][NH2:31].[OH-].[Na+]. The catalyst is O1CCCC1. The product is [Br:1][C:2]1[C:3]([O:18][C:19]2[C:24]([CH3:25])=[CH:23][C:22]([C:26]#[N:27])=[CH:21][C:20]=2[CH3:28])=[N:4][C:5]([NH:9][C:10]2[CH:17]=[CH:16][C:13]([C:14]#[N:15])=[CH:12][CH:11]=2)=[N:6][C:7]=1[NH:31][O:30][CH3:29]. The yield is 0.510. (5) The reactants are [CH3:1][O:2][CH2:3][CH2:4][O:5][C:6]1[CH:7]=[C:8]2[C:12](=[C:13]([NH:15][S:16]([C:19]3[CH:24]=[CH:23][CH:22]=[CH:21][N:20]=3)(=[O:18])=[O:17])[CH:14]=1)[NH:11][C:10]([C:25]([O:27]CC)=[O:26])=[CH:9]2.O1CCCC1.[OH-].[K+]. The catalyst is CO. The product is [CH3:1][O:2][CH2:3][CH2:4][O:5][C:6]1[CH:7]=[C:8]2[C:12](=[C:13]([NH:15][S:16]([C:19]3[CH:24]=[CH:23][CH:22]=[CH:21][N:20]=3)(=[O:17])=[O:18])[CH:14]=1)[NH:11][C:10]([C:25]([OH:27])=[O:26])=[CH:9]2. The yield is 0.840.